This data is from Forward reaction prediction with 1.9M reactions from USPTO patents (1976-2016). The task is: Predict the product of the given reaction. (1) Given the reactants C([N-]C(C)C)(C)C.[Li+].[Cl:9][C:10]1[CH:15]=[C:14]([Cl:16])[CH:13]=[CH:12][C:11]=1[CH2:17][C:18]([O:20]CC)=O.[N:23]1[CH:28]=[CH:27][C:26](C(OCC)=O)=[CH:25][CH:24]=1, predict the reaction product. The product is: [Cl:9][C:10]1[CH:15]=[C:14]([Cl:16])[CH:13]=[CH:12][C:11]=1[CH2:17][C:18]([C:26]1[CH:27]=[CH:28][N:23]=[CH:24][CH:25]=1)=[O:20]. (2) Given the reactants [CH2:1]1[CH:6]2[CH2:7][C:8]3([NH2:11])[CH2:10][CH:4]([CH2:5]2)[CH2:3][CH:2]1[CH2:9]3.Cl[CH2:13][C:14]1[N:18]=[C:17]([C:19]2[CH:24]=[CH:23][C:22]([C:25]([F:28])([F:27])[F:26])=[CH:21][CH:20]=2)[O:16][N:15]=1, predict the reaction product. The product is: [F:28][C:25]([F:26])([F:27])[C:22]1[CH:21]=[CH:20][C:19]([C:17]2[O:16][N:15]=[C:14]([CH2:13][NH:11][C:8]34[CH2:10][CH:4]5[CH2:5][CH:6]([CH2:1][CH:2]([CH2:3]5)[CH2:9]3)[CH2:7]4)[N:18]=2)=[CH:24][CH:23]=1. (3) Given the reactants [Cl:1][C:2]1[CH:3]=[C:4]([S:9]([NH:12][C@H:13]([CH2:23][C:24]#[CH:25])[C:14]([NH:16][CH2:17][CH:18](OC)OC)=[O:15])(=[O:11])=[O:10])[CH:5]=[CH:6][C:7]=1[Cl:8].CC1C=CC(S(O)(=O)=O)=CC=1.O, predict the reaction product. The product is: [Cl:1][C:2]1[CH:3]=[C:4]([S:9]([N:12]2[CH:18]=[CH:17][NH:16][C:14](=[O:15])[C@H:13]2[CH2:23][C:24]#[CH:25])(=[O:11])=[O:10])[CH:5]=[CH:6][C:7]=1[Cl:8]. (4) Given the reactants [CH2:1]([O:3][C:4](=[O:15])[CH2:5][CH2:6][C:7]1[CH:12]=[CH:11][C:10]([OH:13])=[CH:9][C:8]=1[CH3:14])[CH3:2].Cl[CH2:17][C:18]1[C:19]([CH:34]2[CH2:36][CH2:35]2)=[N:20][C:21]([C:24]2[CH:29]=[CH:28][C:27]([C:30]([F:33])([F:32])[F:31])=[CH:26][CH:25]=2)=[N:22][CH:23]=1, predict the reaction product. The product is: [CH2:1]([O:3][C:4](=[O:15])[CH2:5][CH2:6][C:7]1[CH:12]=[CH:11][C:10]([O:13][CH2:17][C:18]2[C:19]([CH:34]3[CH2:36][CH2:35]3)=[N:20][C:21]([C:24]3[CH:25]=[CH:26][C:27]([C:30]([F:32])([F:33])[F:31])=[CH:28][CH:29]=3)=[N:22][CH:23]=2)=[CH:9][C:8]=1[CH3:14])[CH3:2].